From a dataset of Merck oncology drug combination screen with 23,052 pairs across 39 cell lines. Regression. Given two drug SMILES strings and cell line genomic features, predict the synergy score measuring deviation from expected non-interaction effect. (1) Drug 1: CN1C(=O)C=CC2(C)C3CCC4(C)C(NC(=O)OCC(F)(F)F)CCC4C3CCC12. Drug 2: COC1=C2CC(C)CC(OC)C(O)C(C)C=C(C)C(OC(N)=O)C(OC)C=CC=C(C)C(=O)NC(=CC1=O)C2=O. Cell line: OCUBM. Synergy scores: synergy=34.5. (2) Drug 1: COc1cccc2c1C(=O)c1c(O)c3c(c(O)c1C2=O)CC(O)(C(=O)CO)CC3OC1CC(N)C(O)C(C)O1. Drug 2: C#Cc1cccc(Nc2ncnc3cc(OCCOC)c(OCCOC)cc23)c1. Cell line: OVCAR3. Synergy scores: synergy=-11.4.